This data is from Forward reaction prediction with 1.9M reactions from USPTO patents (1976-2016). The task is: Predict the product of the given reaction. (1) Given the reactants [CH2:1]([O:8][C:9]1[CH:16]=[C:15]([O:17][CH3:18])[CH:14]=[CH:13][C:10]=1[CH:11]=[O:12])[C:2]1[CH:7]=[CH:6][CH:5]=[CH:4][CH:3]=1.C1C(=O)N([Br:26])C(=O)C1, predict the reaction product. The product is: [CH2:1]([O:8][C:9]1[CH:16]=[C:15]([O:17][CH3:18])[C:14]([Br:26])=[CH:13][C:10]=1[CH:11]=[O:12])[C:2]1[CH:3]=[CH:4][CH:5]=[CH:6][CH:7]=1. (2) Given the reactants [C:1]([O:5][C:6](=[O:23])[NH:7][CH:8]([C:15]1[CH:20]=[CH:19][C:18]([Cl:21])=[C:17]([Cl:22])[CH:16]=1)[C:9](=[O:14])N(OC)C)([CH3:4])([CH3:3])[CH3:2].[Br:24][C:25]1[CH:30]=[CH:29][C:28](I)=[C:27]([O:32][CH3:33])[CH:26]=1, predict the reaction product. The product is: [C:1]([O:5][C:6](=[O:23])[NH:7][CH:8]([C:15]1[CH:20]=[CH:19][C:18]([Cl:21])=[C:17]([Cl:22])[CH:16]=1)[C:9]([C:28]1[CH:29]=[CH:30][C:25]([Br:24])=[CH:26][C:27]=1[O:32][CH3:33])=[O:14])([CH3:2])([CH3:3])[CH3:4]. (3) Given the reactants C([Li])CCC.CCCCCC.C(NC(C)C)(C)C.[Cl:19][C:20]1[CH:29]=[CH:28][C:27]2[C:22](=[C:23]([Cl:30])[CH:24]=[CH:25][CH:26]=2)[N:21]=1.[CH:31](OCC)=[O:32].[Cl-].[NH4+], predict the reaction product. The product is: [Cl:19][C:20]1[C:29]([CH:31]=[O:32])=[CH:28][C:27]2[C:22](=[C:23]([Cl:30])[CH:24]=[CH:25][CH:26]=2)[N:21]=1.